Dataset: Forward reaction prediction with 1.9M reactions from USPTO patents (1976-2016). Task: Predict the product of the given reaction. Given the reactants [CH:1]1([CH2:4][CH2:5][O:6]S(C2C=CC(C)=CC=2)(=O)=O)[CH2:3][CH2:2]1.O[C:18]1[CH:23]=[CH:22][N:21]([C:24]2[S:25][C:26]([C:30]([O:32][CH2:33][CH3:34])=[O:31])=[C:27]([CH3:29])[N:28]=2)[C:20](=[O:35])[CH:19]=1, predict the reaction product. The product is: [CH:1]1([CH2:4][CH2:5][O:6][C:18]2[CH:23]=[CH:22][N:21]([C:24]3[S:25][C:26]([C:30]([O:32][CH2:33][CH3:34])=[O:31])=[C:27]([CH3:29])[N:28]=3)[C:20](=[O:35])[CH:19]=2)[CH2:2][CH2:3]1.